This data is from Reaction yield outcomes from USPTO patents with 853,638 reactions. The task is: Predict the reaction yield, written as a fraction of the theoretical maximum amount of product (1.0 means a 100% yield; for example, 0.34 means a 34% yield). (1) The reactants are [CH:1]([C:3]1[C:8]([OH:9])=[CH:7][CH:6]=[CH:5][C:4]=1[NH:10][C:11](=[O:17])[O:12][C:13]([CH3:16])([CH3:15])[CH3:14])=[O:2].[Cl-].Cl[CH2:20][C:21]1[C:22]([C:27]2[N:31]([CH:32]([CH3:34])[CH3:33])[N:30]=[CH:29][CH:28]=2)=[NH+:23][CH:24]=[CH:25][CH:26]=1.C(=O)([O-])[O-].[K+].[K+].O. The catalyst is CN(C=O)C.C(OCC)(=O)C. The product is [CH:1]([C:3]1[C:8]([O:9][CH2:20][C:21]2[C:22]([C:27]3[N:31]([CH:32]([CH3:34])[CH3:33])[N:30]=[CH:29][CH:28]=3)=[N:23][CH:24]=[CH:25][CH:26]=2)=[CH:7][CH:6]=[CH:5][C:4]=1[NH:10][C:11](=[O:17])[O:12][C:13]([CH3:14])([CH3:16])[CH3:15])=[O:2]. The yield is 0.0500. (2) The reactants are [C:1]([C:5]1[NH:6][C:7](C(O)=O)=[C:8]([C:10]2[C:11]([CH3:16])=[N:12][O:13][C:14]=2[CH3:15])[N:9]=1)([CH3:4])([CH3:3])[CH3:2].[NH2:20][C:21]1[CH:46]=[CH:45][C:24]([O:25][C:26]2[CH:31]=[CH:30][N:29]=[C:28]3[CH:32]=[C:33]([C:35]([N:37]4[CH2:41][CH2:40][C@@H:39]([N:42]([CH3:44])[CH3:43])[CH2:38]4)=[O:36])[S:34][C:27]=23)=[CH:23][CH:22]=1.C(C1NC([NH:63][C:64](NC2C=CC(OC3C4C(=CC(OC)=C(OC)C=4)N=CC=3)=CC=2)=[O:65])=C(C2C(Cl)=NC=CC=2)N=1)(C)(C)C. No catalyst specified. The product is [C:1]([C:5]1[NH:6][C:7]([NH:63][C:64]([NH:20][C:21]2[CH:46]=[CH:45][C:24]([O:25][C:26]3[CH:31]=[CH:30][N:29]=[C:28]4[CH:32]=[C:33]([C:35]([N:37]5[CH2:41][CH2:40][C@@H:39]([N:42]([CH3:43])[CH3:44])[CH2:38]5)=[O:36])[S:34][C:27]=34)=[CH:23][CH:22]=2)=[O:65])=[C:8]([C:10]2[C:11]([CH3:16])=[N:12][O:13][C:14]=2[CH3:15])[N:9]=1)([CH3:2])([CH3:3])[CH3:4]. The yield is 0.300. (3) The reactants are [Br:1][C:2]1[CH:3]=[CH:4][C:5]2[N:6]([C:8]([CH:11]=O)=[CH:9][N:10]=2)[CH:7]=1.[NH:13]1[CH2:18][CH2:17][O:16][CH2:15][CH2:14]1.C(O)(=O)C.[BH4-].[Na+]. The catalyst is C1(C)C=CC=CC=1. The product is [Br:1][C:2]1[CH:3]=[CH:4][C:5]2[N:6]([C:8]([CH2:11][N:13]3[CH2:18][CH2:17][O:16][CH2:15][CH2:14]3)=[CH:9][N:10]=2)[CH:7]=1. The yield is 0.420. (4) The product is [CH2:13]([C:15]1[N:16]=[C:17]([CH2:47][CH2:48][CH3:49])[N:18]([CH2:32][C:33]2[CH:34]=[CH:35][C:36]([C:39]3[CH:44]=[CH:43][CH:42]=[CH:41][C:40]=3[C:45]3[NH:3][C:4](=[O:7])[O:5][N:46]=3)=[CH:37][CH:38]=2)[C:19](=[O:31])[C:20]=1[C:21]1[CH:22]=[CH:23][C:24]([O:27][CH:28]([CH3:29])[CH3:30])=[CH:25][CH:26]=1)[CH3:14]. The yield is 0.790. The reactants are [Cl-].O[NH3+:3].[C:4](=[O:7])([O-])[OH:5].[Na+].CS(C)=O.[CH2:13]([C:15]1[N:16]=[C:17]([CH2:47][CH2:48][CH3:49])[N:18]([CH2:32][C:33]2[CH:38]=[CH:37][C:36]([C:39]3[C:40]([C:45]#[N:46])=[CH:41][CH:42]=[CH:43][CH:44]=3)=[CH:35][CH:34]=2)[C:19](=[O:31])[C:20]=1[C:21]1[CH:26]=[CH:25][C:24]([O:27][CH:28]([CH3:30])[CH3:29])=[CH:23][CH:22]=1)[CH3:14]. The catalyst is C(OCC)(=O)C. (5) The catalyst is C(Cl)Cl. The reactants are [NH:1]([C:8]1[N:9]([C:23]2[CH:28]=[CH:27][CH:26]=[CH:25][CH:24]=2)[C:10]2[CH:11]=[C:12]([CH3:22])[N:13]=[C:14]([C:19]([OH:21])=O)[C:15]=2[C:16](=[O:18])[CH:17]=1)[C:2]1[CH:7]=[CH:6][CH:5]=[CH:4][CH:3]=1.Cl.[CH3:30][NH:31][O:32][CH3:33].C1C=CC2N(O)N=NC=2C=1.CCN=C=NCCCN(C)C. The product is [NH:1]([C:8]1[N:9]([C:23]2[CH:28]=[CH:27][CH:26]=[CH:25][CH:24]=2)[C:10]2[CH:11]=[C:12]([CH3:22])[N:13]=[C:14]([C:19]([N:31]([O:32][CH3:33])[CH3:30])=[O:21])[C:15]=2[C:16](=[O:18])[CH:17]=1)[C:2]1[CH:3]=[CH:4][CH:5]=[CH:6][CH:7]=1. The yield is 0.550. (6) The reactants are [Na].[CH3:2][CH:3]([CH3:7])[C:4](=[O:6])[CH3:5].[C:8](OCC)(=[O:14])[C:9]([O:11][CH2:12][CH3:13])=[O:10].S(=O)(=O)(O)O. The catalyst is O.CCO. The product is [CH3:2][CH:3]([CH3:7])[C:4](=[O:6])[CH2:5][C:8](=[O:14])[C:9]([O:11][CH2:12][CH3:13])=[O:10]. The yield is 0.900.